This data is from NCI-60 drug combinations with 297,098 pairs across 59 cell lines. The task is: Regression. Given two drug SMILES strings and cell line genomic features, predict the synergy score measuring deviation from expected non-interaction effect. (1) Drug 2: CCCCC(=O)OCC(=O)C1(CC(C2=C(C1)C(=C3C(=C2O)C(=O)C4=C(C3=O)C=CC=C4OC)O)OC5CC(C(C(O5)C)O)NC(=O)C(F)(F)F)O. Synergy scores: CSS=21.8, Synergy_ZIP=-0.463, Synergy_Bliss=-0.427, Synergy_Loewe=2.85, Synergy_HSA=3.02. Cell line: KM12. Drug 1: COC1=CC(=CC(=C1O)OC)C2C3C(COC3=O)C(C4=CC5=C(C=C24)OCO5)OC6C(C(C7C(O6)COC(O7)C8=CC=CS8)O)O. (2) Drug 1: C1=NC2=C(N1)C(=S)N=C(N2)N. Drug 2: CC1=CC=C(C=C1)C2=CC(=NN2C3=CC=C(C=C3)S(=O)(=O)N)C(F)(F)F. Cell line: OVCAR-4. Synergy scores: CSS=31.1, Synergy_ZIP=0.105, Synergy_Bliss=0.542, Synergy_Loewe=-6.60, Synergy_HSA=1.99. (3) Drug 1: CC1=C2C(C(=O)C3(C(CC4C(C3C(C(C2(C)C)(CC1OC(=O)C(C(C5=CC=CC=C5)NC(=O)OC(C)(C)C)O)O)OC(=O)C6=CC=CC=C6)(CO4)OC(=O)C)OC)C)OC. Drug 2: CC12CCC3C(C1CCC2O)C(CC4=C3C=CC(=C4)O)CCCCCCCCCS(=O)CCCC(C(F)(F)F)(F)F. Cell line: OVCAR-8. Synergy scores: CSS=63.6, Synergy_ZIP=4.48, Synergy_Bliss=5.66, Synergy_Loewe=-21.1, Synergy_HSA=5.87.